From a dataset of Catalyst prediction with 721,799 reactions and 888 catalyst types from USPTO. Predict which catalyst facilitates the given reaction. (1) Reactant: [C:1]1([C:15]2[CH:20]=[CH:19][CH:18]=[CH:17][CH:16]=2)[CH:6]=[CH:5][C:4]([C:7]2[N:8]=[C:9]([CH2:12][NH:13][CH3:14])[NH:10][CH:11]=2)=[CH:3][CH:2]=1.C(=O)([O-])[O-].[K+].[K+].[CH2:27](Br)[C:28]1[CH:33]=[CH:32][CH:31]=[CH:30][CH:29]=1.O. Product: [CH2:27]([N:13]([CH3:14])[CH2:12][C:9]1[NH:10][CH:11]=[C:7]([C:4]2[CH:5]=[CH:6][C:1]([C:15]3[CH:16]=[CH:17][CH:18]=[CH:19][CH:20]=3)=[CH:2][CH:3]=2)[N:8]=1)[C:28]1[CH:33]=[CH:32][CH:31]=[CH:30][CH:29]=1. The catalyst class is: 9. (2) Reactant: [C:1](=O)([O-])[O-].[K+].[K+].S(OC)(OC)(=O)=O.CC(C)=O.[C:18]([O:22][C:23]([NH:25][C:26]1[CH:31]=[CH:30][CH:29]=[CH:28][C:27]=1[C:32]1[CH:44]=[CH:43][C:35]([C:36]([O:38][C:39]([CH3:42])([CH3:41])[CH3:40])=[O:37])=[C:34]([N+:45]([O-:47])=[O:46])[CH:33]=1)=[O:24])([CH3:21])([CH3:20])[CH3:19]. Product: [C:18]([O:22][C:23]([N:25]([CH3:1])[C:26]1[CH:31]=[CH:30][CH:29]=[CH:28][C:27]=1[C:32]1[CH:44]=[CH:43][C:35]([C:36]([O:38][C:39]([CH3:40])([CH3:41])[CH3:42])=[O:37])=[C:34]([N+:45]([O-:47])=[O:46])[CH:33]=1)=[O:24])([CH3:19])([CH3:20])[CH3:21]. The catalyst class is: 84. (3) Reactant: [I:1]I.[Cl:3][C:4]1[N:9]=[C:8]([C:10]#[C:11][C:12]2[CH:17]=[CH:16][C:15]([C:18]3([NH:22][C:23](=[O:29])[O:24][C:25]([CH3:28])([CH3:27])[CH3:26])[CH2:21][CH2:20][CH2:19]3)=[CH:14][CH:13]=2)[C:7](=[O:30])[N:6](CC2C=CC(OC)=CC=2)[CH:5]=1. Product: [Cl:3][C:4]1[N:9]=[C:8]2[C:10]([I:1])=[C:11]([C:12]3[CH:17]=[CH:16][C:15]([C:18]4([NH:22][C:23](=[O:29])[O:24][C:25]([CH3:27])([CH3:26])[CH3:28])[CH2:19][CH2:20][CH2:21]4)=[CH:14][CH:13]=3)[O:30][C:7]2=[N:6][CH:5]=1. The catalyst class is: 2. (4) Reactant: [N:1]1[CH:6]=[CH:5][CH:4]=[CH:3][C:2]=1[O:7][CH2:8][C:9]1[CH:27]=[CH:26][C:12]([CH2:13][C:14]2[CH:18]=[C:17]([C:19]3[C:20]([NH2:25])=[N:21][CH:22]=[CH:23][CH:24]=3)[O:16][N:15]=2)=[CH:11][CH:10]=1.[CH3:28][S:29]([OH:32])(=[O:31])=[O:30]. Product: [CH3:28][S:29]([OH:32])(=[O:31])=[O:30].[N:1]1[CH:6]=[CH:5][CH:4]=[CH:3][C:2]=1[O:7][CH2:8][C:9]1[CH:27]=[CH:26][C:12]([CH2:13][C:14]2[CH:18]=[C:17]([C:19]3[C:20]([NH2:25])=[N:21][CH:22]=[CH:23][CH:24]=3)[O:16][N:15]=2)=[CH:11][CH:10]=1. The catalyst class is: 5. (5) Reactant: [CH2:1]([OH:6])[CH2:2][C@@H:3]([OH:5])[CH3:4].C(N(CC)CC)C.[C:14]1([CH3:24])[CH:19]=[CH:18][C:17]([S:20](Cl)(=[O:22])=[O:21])=[CH:16][CH:15]=1.O. Product: [OH:5][C@@H:3]([CH3:4])[CH2:2][CH2:1][O:6][S:20]([C:17]1[CH:18]=[CH:19][C:14]([CH3:24])=[CH:15][CH:16]=1)(=[O:22])=[O:21]. The catalyst class is: 4.